This data is from Reaction yield outcomes from USPTO patents with 853,638 reactions. The task is: Predict the reaction yield, written as a fraction of the theoretical maximum amount of product (1.0 means a 100% yield; for example, 0.34 means a 34% yield). The reactants are [CH2:1]1[C:9]2[C:4](=[CH:5][CH:6]=[CH:7][CH:8]=2)[CH2:3][CH:2]1[C:10]([OH:12])=[O:11].S(=O)(=O)(O)O.[CH2:18](O)[CH3:19]. No catalyst specified. The product is [CH2:3]1[C:4]2[C:9](=[CH:8][CH:7]=[CH:6][CH:5]=2)[CH2:1][CH:2]1[C:10]([O:12][CH2:18][CH3:19])=[O:11]. The yield is 0.960.